Dataset: Reaction yield outcomes from USPTO patents with 853,638 reactions. Task: Predict the reaction yield, written as a fraction of the theoretical maximum amount of product (1.0 means a 100% yield; for example, 0.34 means a 34% yield). (1) The reactants are [Na].[CH3:2][C:3](=[O:9])[CH2:4][C:5](=[O:8])[CH2:6][CH3:7].Br[CH2:11][C:12]([C:14]1[CH:15]=[C:16]2[C:21](=[CH:22][CH:23]=1)[N:20]([CH3:24])[C:19](=[O:25])[CH2:18][C:17]2([CH3:27])[CH3:26])=[O:13].O. The catalyst is C1(C)C=CC=CC=1. The product is [C:3]([CH:4]([C:5](=[O:8])[CH2:6][CH3:7])[CH2:11][C:12]([C:14]1[CH:15]=[C:16]2[C:21](=[CH:22][CH:23]=1)[N:20]([CH3:24])[C:19](=[O:25])[CH2:18][C:17]2([CH3:27])[CH3:26])=[O:13])(=[O:9])[CH3:2]. The yield is 0.326. (2) The product is [O:13]1[CH2:14][CH2:15][N:10]([C:2]2[CH:3]=[CH:4][C:5]([CH:8]=[O:9])=[N:6][CH:7]=2)[CH2:11][CH2:12]1. The catalyst is CC#N. The yield is 0.432. The reactants are F[C:2]1[CH:3]=[CH:4][C:5]([CH:8]=[O:9])=[N:6][CH:7]=1.[NH:10]1[CH2:15][CH2:14][O:13][CH2:12][CH2:11]1.C([O-])([O-])=O.[K+].[K+]. (3) The reactants are [CH3:1][C:2]1[S:3][C:4]([C:7]([OH:9])=[O:8])=[CH:5][N:6]=1.[Li+].CC([N-]C(C)C)C.Cl[CH2:19][C:20]1[C:21]([C:26]2[CH:31]=[CH:30][CH:29]=[CH:28][CH:27]=2)=[N:22][O:23][C:24]=1[CH3:25]. The catalyst is C1COCC1. The product is [CH3:25][C:24]1[O:23][N:22]=[C:21]([C:26]2[CH:27]=[CH:28][CH:29]=[CH:30][CH:31]=2)[C:20]=1[CH2:19][CH2:1][C:2]1[S:3][C:4]([C:7]([OH:9])=[O:8])=[CH:5][N:6]=1. The yield is 0.610.